From a dataset of Catalyst prediction with 721,799 reactions and 888 catalyst types from USPTO. Predict which catalyst facilitates the given reaction. Reactant: [NH2:1][C:2]1[CH:6]=[C:5]([CH3:7])[NH:4][N:3]=1.C(O[CH:11]=[C:12]([C:18]([C:20]([F:23])([F:22])[F:21])=O)[C:13]([O:15]CC)=[O:14])C. Product: [CH3:7][C:5]1[CH:6]=[C:2]2[N:1]=[CH:11][C:12]([C:13]([OH:15])=[O:14])=[C:18]([C:20]([F:23])([F:22])[F:21])[N:3]2[N:4]=1. The catalyst class is: 361.